Dataset: Retrosynthesis with 50K atom-mapped reactions and 10 reaction types from USPTO. Task: Predict the reactants needed to synthesize the given product. (1) Given the product Clc1ncc(-c2ccccc2-c2ccccc2)cn1, predict the reactants needed to synthesize it. The reactants are: Clc1ncc(Br)cn1.OB(O)c1ccccc1-c1ccccc1. (2) The reactants are: CC(C)(C)OC(=O)n1c(-c2ccc(O)c3c2C(=O)NC3)cc2cc(CN3CCCCC3)ccc21.Cc1noc(C)c1S(=O)(=O)Cl. Given the product Cc1noc(C)c1S(=O)(=O)Oc1ccc(-c2cc3cc(CN4CCCCC4)ccc3n2C(=O)OC(C)(C)C)c2c1CNC2=O, predict the reactants needed to synthesize it. (3) Given the product COC1COCCC1(OC)c1cccc(OCc2ccc3ccccc3c2)c1, predict the reactants needed to synthesize it. The reactants are: CI.COC1(c2cccc(OCc3ccc4ccccc4c3)c2)CCOCC1O.